Predict the reactants needed to synthesize the given product. From a dataset of Full USPTO retrosynthesis dataset with 1.9M reactions from patents (1976-2016). (1) Given the product [N:1]([C:4]1[CH:5]=[CH:6][C:7]([CH2:8][N:9]2[C:21](=[O:23])[C:38]([Br:37])=[C:43]([Br:44])[C:11](=[O:13])[N:10]2[CH2:18][C:19]#[CH:20])=[CH:28][CH:29]=1)=[N+:2]=[N-:3], predict the reactants needed to synthesize it. The reactants are: [N:1]([C:4]1[CH:29]=[CH:28][C:7]([CH2:8][N:9]([C:21]([O:23]C(C)(C)C)=O)[N:10]([CH2:18][C:19]#[CH:20])[C:11]([O:13]C(C)(C)C)=O)=[CH:6][CH:5]=1)=[N+:2]=[N-:3].C(O)(C(F)(F)F)=O.[Br:37][C:38]1C(OC(=O)[C:43]=1[Br:44])=O. (2) Given the product [CH2:8]([N:15]1[CH:6]([C:2]2[S:1][CH:5]=[CH:4][CH:3]=2)[CH:17]([C:16]([NH:33][C:32]2[CH:34]=[CH:35][CH:36]=[C:30]([O:29][CH3:28])[CH:31]=2)=[O:27])[C:18]2[C:19](=[CH:23][CH:24]=[CH:25][CH:26]=2)[C:20]1=[O:22])[C:9]1[CH:14]=[CH:13][CH:12]=[CH:11][CH:10]=1, predict the reactants needed to synthesize it. The reactants are: [S:1]1[CH:5]=[CH:4][CH:3]=[C:2]1[CH:6]=O.[CH2:8]([NH2:15])[C:9]1[CH:14]=[CH:13][CH:12]=[CH:11][CH:10]=1.[C:16]1(=[O:27])[O:22][C:20](=O)[C:19]2=[CH:23][CH:24]=[CH:25][CH:26]=[C:18]2[CH2:17]1.[CH3:28][O:29][C:30]1[CH:31]=[C:32]([CH:34]=[CH:35][CH:36]=1)[NH2:33]. (3) Given the product [Br:1][C:2]1[CH:7]=[CH:6][C:5]([C@H:8]([C:19]2[CH:24]=[CH:23][CH:22]=[CH:21][C:20]=2[CH3:25])[CH2:9]/[C:10](/[C:12]2[CH:17]=[CH:16][N:15]=[C:14]([CH3:18])[CH:13]=2)=[N:27]\[OH:28])=[CH:4][CH:3]=1, predict the reactants needed to synthesize it. The reactants are: [Br:1][C:2]1[CH:7]=[CH:6][C:5]([C@H:8]([C:19]2[CH:24]=[CH:23][CH:22]=[CH:21][C:20]=2[CH3:25])[CH2:9][C:10]([C:12]2[CH:17]=[CH:16][N:15]=[C:14]([CH3:18])[CH:13]=2)=O)=[CH:4][CH:3]=1.Cl.[NH2:27][OH:28].C([O-])(O)=O.[Na+]. (4) Given the product [Br:1][C:2]1[CH:3]=[C:4]2[C:5]([CH2:8][C:9](=[O:10])[NH:12]2)=[CH:6][CH:7]=1, predict the reactants needed to synthesize it. The reactants are: [Br:1][C:2]1[CH:7]=[CH:6][C:5]([CH2:8][C:9](O)=[O:10])=[C:4]([N+:12]([O-])=O)[CH:3]=1. (5) Given the product [CH3:17][S:18]([O:1][CH2:2][CH:3]1[CH2:8][CH2:7][N:6]([C:9]([O:11][C:12]([CH3:15])([CH3:14])[CH3:13])=[O:10])[CH2:5][CH2:4]1)(=[O:20])=[O:19], predict the reactants needed to synthesize it. The reactants are: [OH:1][CH2:2][CH:3]1[CH2:8][CH2:7][N:6]([C:9]([O:11][C:12]([CH3:15])([CH3:14])[CH3:13])=[O:10])[CH2:5][CH2:4]1.O.[CH3:17][S:18](Cl)(=[O:20])=[O:19]. (6) Given the product [C:20]([O:19][C:17]([C:14]1[CH:13]=[C:12]2[C:11]([CH2:10][CH:4]([CH2:5][C:6]([O:8][CH3:9])=[O:7])[C:3](=[O:2])[NH:24]2)=[CH:16][CH:15]=1)=[O:18])([CH3:23])([CH3:22])[CH3:21], predict the reactants needed to synthesize it. The reactants are: C[O:2][C:3](=O)[C:4](=[CH:10][C:11]1[CH:16]=[CH:15][C:14]([C:17]([O:19][C:20]([CH3:23])([CH3:22])[CH3:21])=[O:18])=[CH:13][C:12]=1[N+:24]([O-])=O)[CH2:5][C:6]([O:8][CH3:9])=[O:7].